Dataset: Full USPTO retrosynthesis dataset with 1.9M reactions from patents (1976-2016). Task: Predict the reactants needed to synthesize the given product. (1) Given the product [CH3:1][C:2]([CH3:45])([CH3:44])[CH:3]([NH:16][C:17]1[C:22]([F:23])=[CH:21][N:20]=[C:19]([C:24]2[C:32]3[C:27](=[N:28][CH:29]=[C:30]([F:33])[CH:31]=3)[N:26]([S:34]([C:37]3[CH:38]=[CH:39][C:40]([CH3:41])=[CH:42][CH:43]=3)(=[O:36])=[O:35])[CH:25]=2)[N:18]=1)[CH:4]=[CH2:5], predict the reactants needed to synthesize it. The reactants are: [CH3:1][C:2]([CH3:45])([CH3:44])[CH:3]([NH:16][C:17]1[C:22]([F:23])=[CH:21][N:20]=[C:19]([C:24]2[C:32]3[C:27](=[N:28][CH:29]=[C:30]([F:33])[CH:31]=3)[N:26]([S:34]([C:37]3[CH:43]=[CH:42][C:40]([CH3:41])=[CH:39][CH:38]=3)(=[O:36])=[O:35])[CH:25]=2)[N:18]=1)[CH2:4][CH2:5][Se]C1C=CC=CC=1[N+]([O-])=O.C1C=C(Cl)C=C(C(OO)=O)C=1. (2) Given the product [O:24]=[S:23]1(=[O:25])[N:9]([CH:10]2[CH2:11][CH2:12][N:13]([CH2:16][C:17]3[CH:18]=[CH:19][CH:20]=[CH:21][CH:22]=3)[CH2:14][CH2:15]2)[CH2:8][C:3]2[CH:4]=[CH:5][CH:6]=[CH:7][C:2]=2[NH:1]1, predict the reactants needed to synthesize it. The reactants are: [NH2:1][C:2]1[CH:7]=[CH:6][CH:5]=[CH:4][C:3]=1[CH2:8][NH:9][CH:10]1[CH2:15][CH2:14][N:13]([CH2:16][C:17]2[CH:22]=[CH:21][CH:20]=[CH:19][CH:18]=2)[CH2:12][CH2:11]1.[S:23](N)(N)(=[O:25])=[O:24].